Dataset: Forward reaction prediction with 1.9M reactions from USPTO patents (1976-2016). Task: Predict the product of the given reaction. (1) Given the reactants [CH:1]([C:3]1[C:11]2[C:6](=[CH:7][CH:8]=[C:9]([C:12]#[N:13])[CH:10]=2)[NH:5][N:4]=1)=O.[C:14]1([NH2:21])[C:15]([NH2:20])=[CH:16][CH:17]=[CH:18][CH:19]=1.[S], predict the reaction product. The product is: [NH:20]1[C:15]2[CH:16]=[CH:17][CH:18]=[CH:19][C:14]=2[N:21]=[C:1]1[C:3]1[C:11]2[C:6](=[CH:7][CH:8]=[C:9]([C:12]#[N:13])[CH:10]=2)[NH:5][N:4]=1. (2) Given the reactants [Si:1]([O:18][C:19]1[CH:27]=[C:26]2[C:22]([CH:23]=[N:24][NH:25]2)=[CH:21][CH:20]=1)([C:14]([CH3:17])([CH3:16])[CH3:15])([C:8]1[CH:13]=[CH:12][CH:11]=[CH:10][CH:9]=1)[C:2]1[CH:7]=[CH:6][CH:5]=[CH:4][CH:3]=1.CC(C)([O-])C.[K+].[Cl:34]N1C(=O)CCC1=O.[Cl-].[NH4+], predict the reaction product. The product is: [Si:1]([O:18][C:19]1[CH:27]=[C:26]2[C:22]([C:23]([Cl:34])=[N:24][NH:25]2)=[CH:21][CH:20]=1)([C:14]([CH3:17])([CH3:15])[CH3:16])([C:8]1[CH:9]=[CH:10][CH:11]=[CH:12][CH:13]=1)[C:2]1[CH:7]=[CH:6][CH:5]=[CH:4][CH:3]=1. (3) Given the reactants [CH3:1][S:2][C:3]1[CH:4]=[C:5]([CH:17]=[CH:18][CH:19]=1)[O:6][C:7]1[N:15]=[CH:14][C:13]([F:16])=[CH:12][C:8]=1[C:9]([OH:11])=O.C(N(CC)CC)C.Cl.[NH2:28][CH:29]1[CH2:34][CH2:33][CH2:32][CH2:31][C:30]1([CH3:36])[OH:35].Cl.CN(C)CCCN=C=NCC.ON1C2C=CC=CC=2N=N1, predict the reaction product. The product is: [F:16][C:13]1[CH:14]=[N:15][C:7]([O:6][C:5]2[CH:17]=[CH:18][CH:19]=[C:3]([S:2][CH3:1])[CH:4]=2)=[C:8]([CH:12]=1)[C:9]([NH:28][CH:29]1[CH2:34][CH2:33][CH2:32][CH2:31][C:30]1([OH:35])[CH3:36])=[O:11].